From a dataset of Full USPTO retrosynthesis dataset with 1.9M reactions from patents (1976-2016). Predict the reactants needed to synthesize the given product. Given the product [Br:1][C:2]1[CH:3]=[CH:4][C:5]([C@@H:8]([C:18]2[CH:19]=[CH:20][CH:21]=[CH:22][CH:23]=2)[O:9][C@@H:10]([CH2:14][CH:15]([CH3:16])[CH3:17])[C:11]([NH:39][CH2:34][C:33]#[N:32])=[O:13])=[CH:6][CH:7]=1, predict the reactants needed to synthesize it. The reactants are: [Br:1][C:2]1[CH:7]=[CH:6][C:5]([C@@H:8]([C:18]2[CH:23]=[CH:22][CH:21]=[CH:20][CH:19]=2)[O:9][C@@H:10]([CH2:14][CH:15]([CH3:17])[CH3:16])[C:11]([OH:13])=O)=[CH:4][CH:3]=1.CN(C(O[N:32]1N=[N:39][C:34]2C=CC=N[C:33]1=2)=[N+](C)C)C.F[P-](F)(F)(F)(F)F.CCN(CC)CC.Cl.NCC#N.C(=O)(O)[O-].[Na+].